From a dataset of Cav3 T-type calcium channel HTS with 100,875 compounds. Binary Classification. Given a drug SMILES string, predict its activity (active/inactive) in a high-throughput screening assay against a specified biological target. (1) The drug is OC1(c2c(N(C1=O)Cc1ccccc1)cccc2)CC(=O)c1ccncc1. The result is 0 (inactive). (2) The molecule is O1C(C(C2(C1=CC(=O)C(OC)=C2)CC=C)C)c1cc2OCOc2cc1. The result is 0 (inactive). (3) The molecule is Brc1cc2c(N(C(C2)C)C(=O)C)c(S(=O)(=O)N2CCN(CC2)c2ncccc2)c1. The result is 0 (inactive). (4) The compound is S(=O)(=O)(Cc1nc(oc1C)c1cc(OC)ccc1)CC(=O)NCCC. The result is 0 (inactive). (5) The compound is O=c1n(nc(c2c1cccc2)c1ccc(cc1)C(=O)Nc1cccnc1)C. The result is 0 (inactive). (6) The drug is S(=O)(=O)(N(CC1CC1)CCC)c1cc(OC)c(n2nnnc2)cc1. The result is 0 (inactive).